Dataset: NCI-60 drug combinations with 297,098 pairs across 59 cell lines. Task: Regression. Given two drug SMILES strings and cell line genomic features, predict the synergy score measuring deviation from expected non-interaction effect. (1) Drug 1: CC1=C(C(CCC1)(C)C)C=CC(=CC=CC(=CC(=O)O)C)C. Drug 2: CCC1=C2CN3C(=CC4=C(C3=O)COC(=O)C4(CC)O)C2=NC5=C1C=C(C=C5)O. Cell line: MDA-MB-231. Synergy scores: CSS=19.4, Synergy_ZIP=-8.60, Synergy_Bliss=1.45, Synergy_Loewe=3.39, Synergy_HSA=3.60. (2) Drug 1: C1=CC(=CC=C1CCCC(=O)O)N(CCCl)CCCl. Drug 2: C1CC(=O)NC(=O)C1N2C(=O)C3=CC=CC=C3C2=O. Cell line: MALME-3M. Synergy scores: CSS=6.90, Synergy_ZIP=-6.18, Synergy_Bliss=-3.05, Synergy_Loewe=-5.31, Synergy_HSA=-2.90. (3) Drug 1: CCCS(=O)(=O)NC1=C(C(=C(C=C1)F)C(=O)C2=CNC3=C2C=C(C=N3)C4=CC=C(C=C4)Cl)F. Drug 2: C1C(C(OC1N2C=NC3=C2NC=NCC3O)CO)O. Cell line: MALME-3M. Synergy scores: CSS=46.7, Synergy_ZIP=2.24, Synergy_Bliss=0.254, Synergy_Loewe=-9.56, Synergy_HSA=0.408. (4) Drug 1: C(=O)(N)NO. Drug 2: CC(C)NC(=O)C1=CC=C(C=C1)CNNC.Cl. Cell line: MALME-3M. Synergy scores: CSS=2.70, Synergy_ZIP=-0.135, Synergy_Bliss=0.939, Synergy_Loewe=0.195, Synergy_HSA=-0.306. (5) Drug 1: C1CCC(CC1)NC(=O)N(CCCl)N=O. Drug 2: C1C(C(OC1N2C=NC3=C2NC=NCC3O)CO)O. Cell line: TK-10. Synergy scores: CSS=6.06, Synergy_ZIP=-3.87, Synergy_Bliss=-1.39, Synergy_Loewe=-1.34, Synergy_HSA=-1.34. (6) Drug 1: CCCS(=O)(=O)NC1=C(C(=C(C=C1)F)C(=O)C2=CNC3=C2C=C(C=N3)C4=CC=C(C=C4)Cl)F. Drug 2: C1CCC(C(C1)N)N.C(=O)(C(=O)[O-])[O-].[Pt+4]. Cell line: LOX IMVI. Synergy scores: CSS=34.8, Synergy_ZIP=-1.70, Synergy_Bliss=-1.84, Synergy_Loewe=0.209, Synergy_HSA=0.844. (7) Drug 1: C1CCC(C(C1)N)N.C(=O)(C(=O)[O-])[O-].[Pt+4]. Drug 2: C1CN(P(=O)(OC1)NCCCl)CCCl. Cell line: NCI-H226. Synergy scores: CSS=3.54, Synergy_ZIP=-14.1, Synergy_Bliss=-34.9, Synergy_Loewe=-20.6, Synergy_HSA=-34.3.